Dataset: Forward reaction prediction with 1.9M reactions from USPTO patents (1976-2016). Task: Predict the product of the given reaction. Given the reactants [N:1]1[CH:6]=[CH:5][CH:4]=[N:3][C:2]=1[C:7]1[CH:12]=[CH:11][C:10]([C:13]2([OH:23])[CH2:22][CH2:21][C:16]3(OCC[O:17]3)[CH2:15][CH2:14]2)=[CH:9][CH:8]=1.Cl, predict the reaction product. The product is: [OH:23][C:13]1([C:10]2[CH:9]=[CH:8][C:7]([C:2]3[N:1]=[CH:6][CH:5]=[CH:4][N:3]=3)=[CH:12][CH:11]=2)[CH2:22][CH2:21][C:16](=[O:17])[CH2:15][CH2:14]1.